From a dataset of Catalyst prediction with 721,799 reactions and 888 catalyst types from USPTO. Predict which catalyst facilitates the given reaction. (1) Product: [CH:1]1([NH:6][C:7]2[C:8]3[N:9]([C:13]([C:24]4[CH:29]=[CH:28][N:27]=[C:26]([NH:30][CH:31]5[CH2:35][CH2:34][CH2:33][CH2:32]5)[N:25]=4)=[C:14]([C:16]4[CH:17]=[C:18]([OH:22])[CH:19]=[CH:20][CH:21]=4)[N:15]=3)[CH:10]=[CH:11][CH:12]=2)[CH2:5][CH2:4][CH2:3][CH2:2]1. Reactant: [CH:1]1([NH:6][C:7]2[C:8]3[N:9]([C:13]([C:24]4[CH:29]=[CH:28][N:27]=[C:26]([NH:30][CH:31]5[CH2:35][CH2:34][CH2:33][CH2:32]5)[N:25]=4)=[C:14]([C:16]4[CH:21]=[CH:20][CH:19]=[C:18]([O:22]C)[CH:17]=4)[N:15]=3)[CH:10]=[CH:11][CH:12]=2)[CH2:5][CH2:4][CH2:3][CH2:2]1.B(Br)(Br)Br. The catalyst class is: 4. (2) Reactant: [NH2:1][C:2]1[CH:3]=[C:4]([NH:8][C:9]([NH:11][C:12]2[CH:17]=[CH:16][CH:15]=[CH:14][CH:13]=2)=[O:10])[CH:5]=[CH:6][CH:7]=1.C(N(CC)CC)C.[C:25]1([CH3:35])[C:26]([S:31](Cl)(=[O:33])=[O:32])=[CH:27][CH:28]=[CH:29][CH:30]=1. Product: [CH3:35][C:25]1[CH:30]=[CH:29][CH:28]=[CH:27][C:26]=1[S:31]([NH:1][C:2]1[CH:7]=[CH:6][CH:5]=[C:4]([NH:8][C:9]([NH:11][C:12]2[CH:13]=[CH:14][CH:15]=[CH:16][CH:17]=2)=[O:10])[CH:3]=1)(=[O:33])=[O:32]. The catalyst class is: 13.